From a dataset of Forward reaction prediction with 1.9M reactions from USPTO patents (1976-2016). Predict the product of the given reaction. (1) Given the reactants Cl[C:2]1[N:7]=[C:6]([C:8]2[CH:13]=[CH:12][C:11]([Cl:14])=[CH:10][CH:9]=2)[CH:5]=[CH:4][N:3]=1.[Br:15][C:16]1[N:17]=[CH:18][NH:19][CH:20]=1, predict the reaction product. The product is: [Br:15][C:16]1[N:17]=[CH:18][N:19]([C:2]2[N:7]=[C:6]([C:8]3[CH:13]=[CH:12][C:11]([Cl:14])=[CH:10][CH:9]=3)[CH:5]=[CH:4][N:3]=2)[CH:20]=1. (2) Given the reactants [CH:1]1([N:5]2[C:13]3[C:8](=[CH:9][CH:10]=[C:11]([O:14][CH2:15][CH3:16])[CH:12]=3)[C:7]([C:17]#[N:18])=[C:6]2[C:19]2[CH:24]=[CH:23][C:22]([NH:25][CH2:26][CH3:27])=[CH:21][CH:20]=2)[CH2:4][CH2:3][CH2:2]1.Cl[C:29]([O:31][CH:32]1[CH2:36][CH2:35][CH2:34][CH2:33]1)=[O:30].ClC([O-])=O, predict the reaction product. The product is: [CH:32]1([O:31][C:29](=[O:30])[N:25]([C:22]2[CH:21]=[CH:20][C:19]([C:6]3[N:5]([CH:1]4[CH2:2][CH2:3][CH2:4]4)[C:13]4[C:8]([C:7]=3[C:17]#[N:18])=[CH:9][CH:10]=[C:11]([O:14][CH2:15][CH3:16])[CH:12]=4)=[CH:24][CH:23]=2)[CH2:26][CH3:27])[CH2:36][CH2:35][CH2:34][CH2:33]1.